From a dataset of CYP3A4 inhibition data for predicting drug metabolism from PubChem BioAssay. Regression/Classification. Given a drug SMILES string, predict its absorption, distribution, metabolism, or excretion properties. Task type varies by dataset: regression for continuous measurements (e.g., permeability, clearance, half-life) or binary classification for categorical outcomes (e.g., BBB penetration, CYP inhibition). Dataset: cyp3a4_veith. The molecule is COC(=O)[C@@H](N)CCCN=C(N)N[N+](=O)[O-]. The result is 0 (non-inhibitor).